Dataset: Forward reaction prediction with 1.9M reactions from USPTO patents (1976-2016). Task: Predict the product of the given reaction. (1) Given the reactants [CH:1](O)([OH:5])[CH2:2][CH2:3][CH3:4].[SH:7][CH:8]([CH3:13])[CH2:9][C:10]([OH:12])=[O:11].[OH2:14].C1(C)[CH:20]=[CH:19][C:18]([S:21](O)(=O)=O)=[CH:17]C=1, predict the reaction product. The product is: [SH:7][CH:8]([CH3:13])[CH2:9][C:10]([O:12][CH:1]([O:5][C:20](=[O:14])[CH2:19][CH:18]([SH:21])[CH3:17])[CH2:2][CH2:3][CH3:4])=[O:11]. (2) Given the reactants C1C=CC(P(C2C(C3C(P(C4C=CC=CC=4)C4C=CC=CC=4)=CC=C4C=3C=CC=C4)=C3C(C=CC=C3)=CC=2)C2C=CC=CC=2)=CC=1.Cl[C:48]1[N:56]=[C:55]2[C:51]([N:52]=[CH:53][N:54]2[CH:57]2[CH2:62][CH2:61][CH2:60][CH2:59][O:58]2)=[C:50]([NH:63][CH:64]2[CH2:69][CH2:68][CH2:67][CH2:66][CH2:65]2)[N:49]=1.C([O-])([O-])=O.[Cs+].[Cs+].[CH3:76][C:77]1[CH:82]=[C:81]([N:83]2[CH2:88][CH2:87][O:86][CH2:85][CH2:84]2)[CH:80]=[CH:79][C:78]=1[NH2:89], predict the reaction product. The product is: [CH:64]1([NH:63][C:50]2[N:49]=[C:48]([NH:89][C:78]3[CH:79]=[CH:80][C:81]([N:83]4[CH2:88][CH2:87][O:86][CH2:85][CH2:84]4)=[CH:82][C:77]=3[CH3:76])[N:56]=[C:55]3[C:51]=2[N:52]=[CH:53][N:54]3[CH:57]2[CH2:62][CH2:61][CH2:60][CH2:59][O:58]2)[CH2:69][CH2:68][CH2:67][CH2:66][CH2:65]1. (3) Given the reactants [C:1]1([C:7]([C:27]2[CH:32]=[CH:31][CH:30]=[CH:29][CH:28]=2)([C:21]2[CH:26]=[CH:25][CH:24]=[CH:23][CH:22]=2)[N:8]2[CH:12]=[C:11]([C:13]3[C:14]([CH:19]=O)=[N:15][CH:16]=[CH:17][CH:18]=3)[N:10]=[CH:9]2)[CH:6]=[CH:5][CH:4]=[CH:3][CH:2]=1.[C:33]1([C:39](=[O:41])[CH3:40])[CH:38]=[CH:37][CH:36]=[CH:35][CH:34]=1.C(O[Na])(C)(C)C, predict the reaction product. The product is: [C:33]1([C:39](=[O:41])[CH:40]=[CH:19][C:14]2[C:13]([C:11]3[N:10]=[CH:9][N:8]([C:7]([C:27]4[CH:32]=[CH:31][CH:30]=[CH:29][CH:28]=4)([C:21]4[CH:22]=[CH:23][CH:24]=[CH:25][CH:26]=4)[C:1]4[CH:6]=[CH:5][CH:4]=[CH:3][CH:2]=4)[CH:12]=3)=[CH:18][CH:17]=[CH:16][N:15]=2)[CH:38]=[CH:37][CH:36]=[CH:35][CH:34]=1. (4) The product is: [Cl:34][C:33]1[C:26]2[O:25][C:24]([C:22]([NH:21][C:18]3[CH:19]=[CH:20][C:15]([CH2:14][N:11]4[C:12]([CH3:13])=[C:8]([CH2:7][C:6]([OH:36])=[O:5])[C:9]([CH3:35])=[N:10]4)=[CH:16][CH:17]=3)=[O:23])=[C:28]([CH3:29])[C:27]=2[CH:30]=[CH:31][CH:32]=1. Given the reactants C([O:5][C:6](=[O:36])[CH2:7][C:8]1[C:9]([CH3:35])=[N:10][N:11]([CH2:14][C:15]2[CH:20]=[CH:19][C:18]([NH:21][C:22]([C:24]3[O:25][C:26]4[C:33]([Cl:34])=[CH:32][CH:31]=[CH:30][C:27]=4[C:28]=3[CH3:29])=[O:23])=[CH:17][CH:16]=2)[C:12]=1[CH3:13])(C)(C)C.FC(F)(F)C(O)=O, predict the reaction product. (5) Given the reactants Br[C:2]1[CH:10]=[CH:9][C:5]([C:6]([OH:8])=[O:7])=[C:4]([F:11])[CH:3]=1.CC1(C)C(C)(C)OB([C:20]2[O:24][C:23]([Si](C(C)C)(C(C)C)C(C)C)=[N:22][CH:21]=2)O1, predict the reaction product. The product is: [F:11][C:4]1[CH:3]=[C:2]([C:20]2[O:24][CH:23]=[N:22][CH:21]=2)[CH:10]=[CH:9][C:5]=1[C:6]([OH:8])=[O:7]. (6) Given the reactants Br[C:2]1[CH:10]=[C:9]2[C:5]([C:6]([C:11]3[CH:16]=[CH:15][CH:14]=[CH:13][CH:12]=3)=[N:7][NH:8]2)=[CH:4][CH:3]=1.C([Li])CCC.[CH:22](=[O:29])[C:23]1[CH:28]=[CH:27][CH:26]=[CH:25][CH:24]=1, predict the reaction product. The product is: [C:23]1([CH:22]([C:2]2[CH:10]=[C:9]3[C:5]([C:6]([C:11]4[CH:16]=[CH:15][CH:14]=[CH:13][CH:12]=4)=[N:7][NH:8]3)=[CH:4][CH:3]=2)[OH:29])[CH:28]=[CH:27][CH:26]=[CH:25][CH:24]=1. (7) Given the reactants C(OC([N:8]1[CH2:32][CH2:31][C:12]2[C:13]3[C:14](O)([C:22]4[CH:27]=[CH:26][CH:25]=[CH:24][C:23]=4[O:28][CH3:29])[C:15]([F:21])([F:20])[CH2:16][C:17]=3[CH:18]=[CH:19][C:11]=2[CH2:10][CH2:9]1)=O)(C)(C)C.C([SiH](CC)CC)C.C(O)(C(F)(F)F)=O, predict the reaction product. The product is: [F:21][C:15]1([F:20])[CH:14]([C:22]2[CH:27]=[CH:26][CH:25]=[CH:24][C:23]=2[O:28][CH3:29])[C:13]2[C:12]3[CH2:31][CH2:32][NH:8][CH2:9][CH2:10][C:11]=3[CH:19]=[CH:18][C:17]=2[CH2:16]1.